Task: Predict the reaction yield, written as a fraction of the theoretical maximum amount of product (1.0 means a 100% yield; for example, 0.34 means a 34% yield).. Dataset: Reaction yield outcomes from USPTO patents with 853,638 reactions (1) The reactants are [C:1]([OH:4])(=O)[CH3:2].C(N(CC)CC)C.ClC(OCC)=O.[NH:18]1[CH2:23][CH2:22][CH:21]([CH2:24][OH:25])[CH2:20][CH2:19]1. The catalyst is ClCCl.O. The product is [OH:25][CH2:24][CH:21]1[CH2:22][CH2:23][N:18]([C:1](=[O:4])[CH3:2])[CH2:19][CH2:20]1. The yield is 0.380. (2) The reactants are C(OC([C:6]1[NH:7][CH:8]=[C:9]2[C:14]=1[CH:13]1[CH2:15][CH2:16][CH:10]2[CH:11]=[CH:12]1)=O)C.[OH-].[Na+]. The catalyst is C(O)CO. The product is [CH:6]1[NH:7][CH:8]=[C:9]2[C:14]=1[CH:13]1[CH2:15][CH2:16][CH:10]2[CH:11]=[CH:12]1. The yield is 0.704. (3) The reactants are [CH:1]([C:3]1[CH:4]=[C:5]([CH:10]=[CH:11][C:12]=1[O:13][CH:14]([CH3:16])[CH3:15])[C:6]([O:8][CH3:9])=[O:7])=[O:2].[BH4-].[Li+]. The catalyst is O1CCCC1. The product is [OH:2][CH2:1][C:3]1[CH:4]=[C:5]([CH:10]=[CH:11][C:12]=1[O:13][CH:14]([CH3:16])[CH3:15])[C:6]([O:8][CH3:9])=[O:7]. The yield is 0.990. (4) The reactants are [CH3:1][N:2]1[C:7]([C:8]([F:11])([F:10])[F:9])=[CH:6][C:5](=[O:12])[N:4]([C:13]2[CH:14]=[CH:15][C:16]3[S:20][N:19]=[C:18]([CH:21]=O)[C:17]=3[CH:23]=2)[C:3]1=[O:24].[CH2:25]([NH:29][CH2:30][CH2:31][SH:32])[CH2:26][CH2:27][CH3:28].C(O)C. The catalyst is O1CCCC1. The product is [CH2:25]([N:29]1[CH2:30][CH2:31][S:32][CH:21]1[C:18]1[C:17]2[CH:23]=[C:13]([N:4]3[C:5](=[O:12])[CH:6]=[C:7]([C:8]([F:9])([F:11])[F:10])[N:2]([CH3:1])[C:3]3=[O:24])[CH:14]=[CH:15][C:16]=2[S:20][N:19]=1)[CH2:26][CH2:27][CH3:28]. The yield is 0.317. (5) The reactants are [N:1]1[CH:6]=[CH:5][CH:4]=[C:3]([O:7][C:8]2[CH:17]=[CH:16][C:11]([C:12]([NH:14][NH2:15])=[O:13])=[CH:10][CH:9]=2)[CH:2]=1.[N:18]#[C:19][Br:20]. The catalyst is C1COCC1. The product is [BrH:20].[N:1]1[CH:6]=[CH:5][CH:4]=[C:3]([O:7][C:8]2[CH:9]=[CH:10][C:11]([C:12]3[O:13][C:19]([NH2:18])=[N:15][N:14]=3)=[CH:16][CH:17]=2)[CH:2]=1. The yield is 0.814. (6) The reactants are [OH:1][C:2]1[CH:10]=[C:9]2[C:5]([CH:6]=[CH:7][NH:8]2)=[CH:4][CH:3]=1.C([O-])([O-])=O.[Cs+].[Cs+].Cl[C:18]1[S:19][C:20]2[CH:26]=[CH:25][CH:24]=[CH:23][C:21]=2[N:22]=1. The catalyst is CC#N. The product is [NH:8]1[C:9]2[C:5](=[CH:4][CH:3]=[C:2]([O:1][C:18]3[S:19][C:20]4[CH:26]=[CH:25][CH:24]=[CH:23][C:21]=4[N:22]=3)[CH:10]=2)[CH:6]=[CH:7]1. The yield is 0.610. (7) The reactants are [CH:1]1([N:6]2[C:15]3[N:14]=[C:13]([NH2:16])[N:12]=[CH:11][C:10]=3[N:9]3[CH:17]=[N:18][N:19]=[C:8]3[C@H:7]2[CH2:20][CH3:21])[CH2:5][CH2:4][CH2:3][CH2:2]1.[H-].[Na+].ClC(OC)=O.[Cl-].[NH4+:30]. The catalyst is CN(C=O)C. The product is [CH:1]1([N:6]2[C:15]3[N:14]=[C:13]([NH:16][C:2]4[CH:3]=[N:30][CH:4]=[CH:5][CH:1]=4)[N:12]=[CH:11][C:10]=3[N:9]3[CH:17]=[N:18][N:19]=[C:8]3[C@H:7]2[CH2:20][CH3:21])[CH2:2][CH2:3][CH2:4][CH2:5]1. The yield is 0.310.